This data is from Forward reaction prediction with 1.9M reactions from USPTO patents (1976-2016). The task is: Predict the product of the given reaction. (1) Given the reactants [CH3:1][C:2]1[C:3]([C:20]([O:22][CH3:23])=[O:21])=[CH:4][S:5][C:6]=1/[C:7](/[CH2:10][CH2:11][CH2:12][N:13]1[CH2:18][CH2:17][N:16]([CH3:19])[CH2:15][CH2:14]1)=[CH:8]\[CH3:9], predict the reaction product. The product is: [CH3:1][C:2]1[C:3]([C:20]([O:22][CH3:23])=[O:21])=[CH:4][S:5][C:6]=1[CH:7]([CH2:10][CH2:11][CH2:12][N:13]1[CH2:14][CH2:15][N:16]([CH3:19])[CH2:17][CH2:18]1)[CH2:8][CH3:9]. (2) Given the reactants [CH3:1][N:2]1[CH2:7][CH2:6][NH:5][CH2:4][CH2:3]1.[Cl:8][C:9]1[CH:10]=[C:11]([C:17]2[CH:21]=[CH:20][N:19]([CH2:22][C@@H:23]([NH:25][C:26]([C:28]3[NH:32][N:31]=[C:30]([C:33]([OH:35])=O)[CH:29]=3)=[O:27])[CH3:24])[N:18]=2)[CH:12]=[CH:13][C:14]=1[C:15]#[N:16].C1C=CC2N(O)N=NC=2C=1.CCN(C(C)C)C(C)C.CCN=C=NCCCN(C)C, predict the reaction product. The product is: [Cl:8][C:9]1[CH:10]=[C:11]([C:17]2[CH:21]=[CH:20][N:19]([CH2:22][C@@H:23]([NH:25][C:26]([C:28]3[NH:32][N:31]=[C:30]([C:33]([N:5]4[CH2:6][CH2:7][N:2]([CH3:1])[CH2:3][CH2:4]4)=[O:35])[CH:29]=3)=[O:27])[CH3:24])[N:18]=2)[CH:12]=[CH:13][C:14]=1[C:15]#[N:16].